Predict the product of the given reaction. From a dataset of Forward reaction prediction with 1.9M reactions from USPTO patents (1976-2016). (1) Given the reactants C([O:3][C:4](=[O:48])[CH2:5][CH2:6][CH2:7][O:8][C:9]1[CH:14]=[CH:13][CH:12]=[C:11]([CH2:15][CH2:16][CH2:17][CH2:18][CH2:19][CH2:20][O:21][C:22]2[CH:23]=[C:24]([C:33]3[CH:38]=[CH:37][C:36]([F:39])=[C:35]([F:40])[CH:34]=3)[CH:25]=[C:26]([S:28]([CH2:31][CH3:32])(=[O:30])=[O:29])[CH:27]=2)[C:10]=1[CH2:41][CH2:42][C:43]([O:45]CC)=[O:44])C.[OH-].[Na+], predict the reaction product. The product is: [C:43]([CH2:42][CH2:41][C:10]1[C:11]([CH2:15][CH2:16][CH2:17][CH2:18][CH2:19][CH2:20][O:21][C:22]2[CH:23]=[C:24]([C:33]3[CH:38]=[CH:37][C:36]([F:39])=[C:35]([F:40])[CH:34]=3)[CH:25]=[C:26]([S:28]([CH2:31][CH3:32])(=[O:29])=[O:30])[CH:27]=2)=[CH:12][CH:13]=[CH:14][C:9]=1[O:8][CH2:7][CH2:6][CH2:5][C:4]([OH:48])=[O:3])([OH:45])=[O:44]. (2) Given the reactants [CH2:1]([C:3]1[CH:8]=[CH:7][C:6]([NH:9]C(=O)C)=[CH:5][C:4]=1[N+:13]([O-:15])=[O:14])[CH3:2].Cl.[OH-].[Na+], predict the reaction product. The product is: [CH2:1]([C:3]1[CH:8]=[CH:7][C:6]([NH2:9])=[CH:5][C:4]=1[N+:13]([O-:15])=[O:14])[CH3:2]. (3) Given the reactants C([Si](C(C)C)(C(C)C)OC(N[CH2:9][CH2:10][CH2:11][C:12]([O:14][C:15](=[O:33])[CH2:16][CH2:17][CH2:18][NH:19][C:20]([O:22][Si:23]([CH:30]([CH3:32])[CH3:31])([CH:27]([CH3:29])[CH3:28])[CH:24]([CH3:26])[CH3:25])=[O:21])=O)=O)(C)C.N[CH2:41][CH2:42][CH2:43]C(OCC1C=CC=CC=1)=O.C(=O)=O.FC(F)(F)S(O[Si](C(C)C)(C(C)C)C(C)C)(=O)=O, predict the reaction product. The product is: [CH:24]([Si:23]([CH:27]([CH3:28])[CH3:29])([CH:30]([CH3:31])[CH3:32])[O:22][C:20]([NH:19][CH2:18][CH2:17][CH2:16][C:15]([O:14][CH2:12][C:11]1[CH:10]=[CH:9][CH:43]=[CH:42][CH:41]=1)=[O:33])=[O:21])([CH3:26])[CH3:25]. (4) Given the reactants [CH2:1]1[C:9]2[C:4](=[CH:5][CH:6]=[CH:7][CH:8]=2)[CH2:3][CH:2]1[N:10]([CH2:18][C:19]1[CH:24]=[CH:23][C:22]([O:25][C:26]2[CH:31]=[CH:30][C:29]([NH:32]C(OC(C)(C)C)=O)=[C:28]([NH:40][CH:41]=O)[CH:27]=2)=[CH:21][CH:20]=1)C(=O)OC(C)(C)C.FC(F)(F)C(O)=O.C(Cl)[Cl:51], predict the reaction product. The product is: [ClH:51].[ClH:51].[NH:32]1[C:29]2[CH:30]=[CH:31][C:26]([O:25][C:22]3[CH:23]=[CH:24][C:19]([CH2:18][NH:10][CH:2]4[CH2:3][C:4]5[C:5](=[CH:6][CH:7]=[CH:8][CH:9]=5)[CH2:1]4)=[CH:20][CH:21]=3)=[CH:27][C:28]=2[N:40]=[CH:41]1. (5) Given the reactants [CH:1]1([CH2:4][N:5]2[CH2:23][CH2:22][C@:12]34[C:13]5[C:14]6[O:21][C@H:11]3[CH:10]([CH:24]3[O:28][CH2:27][CH2:26][O:25]3)[CH2:9][CH2:8][C@@:7]4([OH:29])[C@H:6]2[CH2:19][C:18]=5[CH:17]=[CH:16][C:15]=6[OH:20])[CH2:3][CH2:2]1.N1C=CN=C1.[C:35]([Si:39]([CH3:42])([CH3:41])Cl)([CH3:38])([CH3:37])[CH3:36].O, predict the reaction product. The product is: [Si:39]([O:20][C:15]1[CH:16]=[CH:17][C:18]2[CH2:19][C@H:6]3[N:5]([CH2:4][CH:1]4[CH2:2][CH2:3]4)[CH2:23][CH2:22][C@:12]45[C:13]=2[C:14]=1[O:21][C@H:11]4[CH:10]([CH:24]1[O:25][CH2:26][CH2:27][O:28]1)[CH2:9][CH2:8][C@@:7]35[OH:29])([C:35]([CH3:38])([CH3:37])[CH3:36])([CH3:42])[CH3:41]. (6) Given the reactants [Br:1][C:2]1[CH:3]=[C:4]([CH:9]=[CH:10][C:11]=1[CH2:12]Br)[C:5]([O:7][CH3:8])=[O:6].[NH2:14][C@@H:15]([CH3:18])[CH2:16][OH:17].C([O-])([O-])=O.[K+].[K+], predict the reaction product. The product is: [Br:1][C:2]1[CH:3]=[C:4]([CH:9]=[CH:10][C:11]=1[CH2:12][NH:14][C@@H:15]([CH3:18])[CH2:16][OH:17])[C:5]([O:7][CH3:8])=[O:6].